This data is from Reaction yield outcomes from USPTO patents with 853,638 reactions. The task is: Predict the reaction yield, written as a fraction of the theoretical maximum amount of product (1.0 means a 100% yield; for example, 0.34 means a 34% yield). (1) The reactants are [CH:1]1([NH:4][C:5](=[O:38])[N:6]([CH2:11][C:12]2[N:16]([CH3:17])[C:15]([C:18]3[S:26][C:25]4[C:20](=[N:21][CH:22]=[CH:23][C:24]=4[O:27][C:28]4[CH:33]=[CH:32][C:31]([N+:34]([O-])=O)=[CH:30][C:29]=4[F:37])[CH:19]=3)=[N:14][CH:13]=2)[CH2:7][CH2:8][O:9][CH3:10])[CH2:3][CH2:2]1.[Cl-].[NH4+]. The catalyst is CO.[Zn]. The product is [NH2:34][C:31]1[CH:32]=[CH:33][C:28]([O:27][C:24]2[CH:23]=[CH:22][N:21]=[C:20]3[CH:19]=[C:18]([C:15]4[N:16]([CH3:17])[C:12]([CH2:11][N:6]([CH2:7][CH2:8][O:9][CH3:10])[C:5]([NH:4][CH:1]5[CH2:2][CH2:3]5)=[O:38])=[CH:13][N:14]=4)[S:26][C:25]=23)=[C:29]([F:37])[CH:30]=1. The yield is 1.00. (2) The reactants are [CH3:1][C:2]1[CH:11]=[CH:10][C:9]2[C:4](=[CH:5][CH:6]=[CH:7][C:8]=2[N:12]2[CH2:17][CH2:16][N:15]([CH2:18][CH2:19][C:20]3[CH:21]=[C:22]([CH:24]=[CH:25][CH:26]=3)[NH2:23])[CH2:14][CH2:13]2)[N:3]=1.[C:27]1([O:33][CH2:34][C:35](Cl)=[O:36])[CH:32]=[CH:31][CH:30]=[CH:29][CH:28]=1. No catalyst specified. The product is [CH3:1][C:2]1[CH:11]=[CH:10][C:9]2[C:4](=[CH:5][CH:6]=[CH:7][C:8]=2[N:12]2[CH2:13][CH2:14][N:15]([CH2:18][CH2:19][C:20]3[CH:21]=[C:22]([NH:23][C:35](=[O:36])[CH2:34][O:33][C:27]4[CH:32]=[CH:31][CH:30]=[CH:29][CH:28]=4)[CH:24]=[CH:25][CH:26]=3)[CH2:16][CH2:17]2)[N:3]=1. The yield is 0.410. (3) The reactants are Br[C:2](C)(C)C(Br)=O.[F:8][C:9]([F:23])([F:22])[C:10]([NH:12][CH2:13][C:14]1[CH:19]=C[C:17](OC)=[CH:16][CH:15]=1)=[O:11].[C:24]([CH:27]([CH:29]([C:31]([O-])=O)[OH:30])[OH:28])([O-])=O.[Na+].[K+].O. The catalyst is ClCCCl.[Fe](Cl)(Cl)Cl.CCOC(C)=O. The product is [CH3:2][C:27]1([CH3:24])[C:29](=[O:30])[C:31]2[CH:19]=[C:14]([CH2:13][NH:12][C:10](=[O:11])[C:9]([F:8])([F:22])[F:23])[CH:15]=[CH:16][C:17]=2[O:28]1. The yield is 0.170. (4) The reactants are [C:1]([O:5][C:6]([N:8]1[CH2:13][CH2:12][N:11]([C@@H:14]([C:16]2[CH:17]=[C:18](B(O)O)[C:19]([F:22])=[N:20][CH:21]=2)[CH3:15])[C@@H:10]([CH3:26])[CH2:9]1)=[O:7])([CH3:4])([CH3:3])[CH3:2].Cl[C:28]1[N:33]=[C:32]([CH3:34])[N:31]=[C:30]([N:35]([CH2:45][C:46]2[CH:51]=[CH:50][C:49]([O:52][CH3:53])=[CH:48][CH:47]=2)[CH2:36][C:37]2[CH:42]=[CH:41][C:40]([O:43][CH3:44])=[CH:39][CH:38]=2)[N:29]=1.CC([O-])=O.[K+].O1CCOCC1. The catalyst is CC(P(C(C)(C)C)C1C=CC(N(C)C)=CC=1)(C)C.CC(P(C(C)(C)C)C1C=CC(N(C)C)=CC=1)(C)C.Cl[Pd]Cl.O. The product is [CH3:53][O:52][C:49]1[CH:48]=[CH:47][C:46]([CH2:45][N:35]([CH2:36][C:37]2[CH:38]=[CH:39][C:40]([O:43][CH3:44])=[CH:41][CH:42]=2)[C:30]2[N:31]=[C:32]([CH3:34])[N:33]=[C:28]([C:18]3[CH:17]=[C:16]([C@H:14]([N:11]4[CH2:12][CH2:13][N:8]([C:6]([O:5][C:1]([CH3:4])([CH3:3])[CH3:2])=[O:7])[CH2:9][C@@H:10]4[CH3:26])[CH3:15])[CH:21]=[N:20][C:19]=3[F:22])[N:29]=2)=[CH:51][CH:50]=1. The yield is 0.613. (5) The reactants are [CH3:1][C:2]1[CH:6]=[CH:5][S:4][C:3]=1[C:7]([OH:9])=O.[F:10][C:11]1[CH:18]=[CH:17][C:14]([CH2:15][NH2:16])=[CH:13][CH:12]=1. No catalyst specified. The product is [F:10][C:11]1[CH:18]=[CH:17][C:14]([CH2:15][NH:16][C:7]([C:3]2[S:4][CH:5]=[CH:6][C:2]=2[CH3:1])=[O:9])=[CH:13][CH:12]=1. The yield is 0.940. (6) The reactants are C[O:2][C:3](=[O:26])[C:4]1[CH:9]=[CH:8][C:7]([O:10][CH3:11])=[C:6]([S:12](=[O:25])(=[O:24])[NH:13][C:14]2[CH:15]=[N:16][C:17]3[C:22]([CH:23]=2)=[CH:21][CH:20]=[CH:19][CH:18]=3)[CH:5]=1.[Li+].[OH-]. The catalyst is C1COCC1.O. The product is [CH3:11][O:10][C:7]1[CH:8]=[CH:9][C:4]([C:3]([OH:26])=[O:2])=[CH:5][C:6]=1[S:12](=[O:25])(=[O:24])[NH:13][C:14]1[CH:15]=[N:16][C:17]2[C:22]([CH:23]=1)=[CH:21][CH:20]=[CH:19][CH:18]=2. The yield is 0.720.